Dataset: Forward reaction prediction with 1.9M reactions from USPTO patents (1976-2016). Task: Predict the product of the given reaction. (1) Given the reactants [N:1]1([C:7]2[N:8]=[C:9]([CH2:14][C:15]([O-:17])=O)[NH:10][C:11](=[O:13])[CH:12]=2)[CH2:6][CH2:5][O:4][CH2:3][CH2:2]1.[Na+].O1[C:23]2=[CH:24][CH:25]=[CH:26][C:27]([NH2:28])=[C:22]2C=C1.Cl.[CH3:30]N(C)CCCN=C=NCC, predict the reaction product. The product is: [CH3:30][N:10]1[C:11](=[O:13])[CH:12]=[C:7]([N:1]2[CH2:2][CH2:3][O:4][CH2:5][CH2:6]2)[N:8]=[C:9]1[CH2:14][C:15]([NH:28][C:27]1[CH:26]=[CH:25][CH:24]=[CH:23][CH:22]=1)=[O:17]. (2) Given the reactants [Cl:1][C:2]1[C:7]([C:8]#[N:9])=[CH:6][C:5]([C:10]2[C:19]3[C:14](=[CH:15][C:16]([S:20]([O:23]C4C(F)=C(F)C(F)=C(F)C=4F)(=[O:22])=O)=[CH:17][CH:18]=3)[CH:13]=[CH:12][N:11]=2)=[C:4]([O:35][CH3:36])[CH:3]=1.[S:37]1[C:41]([NH2:42])=[N:40][CH:39]=[N:38]1.C(=O)([O-])[O-].[Cs+].[Cs+].C(#N)C, predict the reaction product. The product is: [Cl:1][C:2]1[C:7]([C:8]#[N:9])=[CH:6][C:5]([C:10]2[C:19]3[C:14](=[CH:15][C:16]([S:20]([NH:42][C:41]4[S:37][N:38]=[CH:39][N:40]=4)(=[O:23])=[O:22])=[CH:17][CH:18]=3)[CH:13]=[CH:12][N:11]=2)=[C:4]([O:35][CH3:36])[CH:3]=1.